Predict which catalyst facilitates the given reaction. From a dataset of Catalyst prediction with 721,799 reactions and 888 catalyst types from USPTO. (1) Reactant: C(O/[CH:4]=[C:5]1\[C:6](=[O:24])[N:7]([C:17]2[CH:22]=[CH:21][CH:20]=[CH:19][C:18]=2[F:23])[N:8]=[C:9]\1[C:10]1[CH:15]=[CH:14][CH:13]=[CH:12][C:11]=1F)C.C(=O)([O-])[O-].[K+].[K+].[NH:31]1[C:39]2[C:34](=[CH:35][C:36]([CH2:40][NH2:41])=[CH:37][CH:38]=2)[CH:33]=[CH:32]1. Product: [F:23][C:18]1[CH:19]=[CH:20][CH:21]=[CH:22][C:17]=1[N:7]1[C:6](=[O:24])[C:5]2=[CH:4][N:41]([CH2:40][C:36]3[CH:35]=[C:34]4[C:39](=[CH:38][CH:37]=3)[NH:31][CH:32]=[CH:33]4)[C:11]3[CH:12]=[CH:13][CH:14]=[CH:15][C:10]=3[C:9]2=[N:8]1. The catalyst class is: 6. (2) Product: [CH3:28][S:29]([OH:32])(=[O:31])=[O:30].[CH3:1][NH:2][C:3]([C:5]1[C:6]2[CH2:7][CH2:8][C:9]3([NH:18][C:19]=2[C:20]2[N:25]=[C:24]([CH3:26])[N:23]([CH3:27])[C:21]=2[CH:22]=1)[CH2:17][C:16]1[C:11](=[CH:12][CH:13]=[CH:14][CH:15]=1)[CH2:10]3)=[O:4]. The catalyst class is: 5. Reactant: [CH3:1][NH:2][C:3]([C:5]1[C:6]2[CH2:7][CH2:8][C:9]3([NH:18][C:19]=2[C:20]2[N:25]=[C:24]([CH3:26])[N:23]([CH3:27])[C:21]=2[CH:22]=1)[CH2:17][C:16]1[C:11](=[CH:12][CH:13]=[CH:14][CH:15]=1)[CH2:10]3)=[O:4].[CH3:28][S:29]([OH:32])(=[O:31])=[O:30]. (3) The catalyst class is: 11. Product: [Br:1][C:2]1[C:10]2[C:6](=[C:7](/[C:12](/[CH2:16][CH2:17][CH3:18])=[CH:13]/[CH2:14][CH3:15])[N:8]([CH3:11])[N:9]=2)[CH:5]=[CH:4][CH:3]=1. Reactant: [Br:1][C:2]1[C:10]2[C:6](=[C:7]([C:12](O)([CH2:16][CH2:17][CH3:18])[CH2:13][CH2:14][CH3:15])[N:8]([CH3:11])[N:9]=2)[CH:5]=[CH:4][CH:3]=1.C1(C)C=CC(S(O)(=O)=O)=CC=1.C([O-])(O)=O.[Na+]. (4) Reactant: [C:1]1([N:7]=[C:8]=[O:9])[CH:6]=[CH:5][CH:4]=[CH:3][CH:2]=1.[O:10]1[CH2:15][CH2:14][N:13]([CH2:16][CH2:17][CH2:18][O:19][C:20]2[CH:21]=[C:22]([CH:24]=[CH:25][CH:26]=2)[NH2:23])[CH2:12][CH2:11]1. Product: [O:10]1[CH2:11][CH2:12][N:13]([CH2:16][CH2:17][CH2:18][O:19][C:20]2[CH:21]=[C:22]([NH:23][C:8]([NH:7][C:1]3[CH:6]=[CH:5][CH:4]=[CH:3][CH:2]=3)=[O:9])[CH:24]=[CH:25][CH:26]=2)[CH2:14][CH2:15]1. The catalyst class is: 22. (5) Reactant: [O:1]1[C:8]2[CH:7]=[C:6]([C:9]([O:11][CH2:12][CH3:13])=[O:10])[NH:5][C:4]=2[CH:3]=[CH:2]1.[Na+].[I-].[C:16]([O:19][CH2:20]Cl)(=[O:18])[CH3:17].C1CCN2C(=NCCC2)CC1. Product: [C:16]([O:19][CH2:20][N:5]1[C:6]([C:9]([O:11][CH2:12][CH3:13])=[O:10])=[CH:7][C:8]2[O:1][CH:2]=[CH:3][C:4]1=2)(=[O:18])[CH3:17]. The catalyst class is: 504. (6) The catalyst class is: 25. Product: [C:38]1([CH3:48])[CH:39]=[CH:40][C:41]([S:44]([OH:47])(=[O:45])=[O:46])=[CH:42][CH:43]=1.[C:38]1([CH3:48])[CH:39]=[CH:40][C:41]([S:44]([OH:47])(=[O:45])=[O:46])=[CH:42][CH:43]=1.[CH3:1][C:2]1[C:20]([C:21]2[S:22][C:23]([C:32]3[N:36]=[CH:35][NH:34][N:33]=3)=[C:24]([C:26]3[CH:31]=[CH:30][CH:29]=[CH:28][CH:27]=3)[N:25]=2)=[C:5]2[CH:6]=[C:7]([O:10][CH2:11][CH2:12][N:13]3[CH2:14][CH2:15][N:16]([CH3:19])[CH2:17][CH2:18]3)[CH:8]=[CH:9][N:4]2[N:3]=1. Reactant: [CH3:1][C:2]1[C:20]([C:21]2[S:22][C:23]([C:32]3[N:36]=[CH:35][NH:34][N:33]=3)=[C:24]([C:26]3[CH:31]=[CH:30][CH:29]=[CH:28][CH:27]=3)[N:25]=2)=[C:5]2[CH:6]=[C:7]([O:10][CH2:11][CH2:12][N:13]3[CH2:18][CH2:17][N:16]([CH3:19])[CH2:15][CH2:14]3)[CH:8]=[CH:9][N:4]2[N:3]=1.O.[C:38]1([CH3:48])[CH:43]=[CH:42][C:41]([S:44]([OH:47])(=[O:46])=[O:45])=[CH:40][CH:39]=1. (7) Reactant: [CH3:1][CH:2]1[CH2:7][CH2:6][CH2:5][CH2:4][N:3]1[C:8]1[CH:16]=[CH:15][C:11]([C:12]([OH:14])=O)=[CH:10][C:9]=1[N+:17]([O-:19])=[O:18].[NH2:20][C:21](=[N:33]O)[C:22]1[CH:31]=[CH:30][C:25]([C:26]([O:28][CH3:29])=[O:27])=[C:24]([F:32])[CH:23]=1. Product: [F:32][C:24]1[CH:23]=[C:22]([C:21]2[N:20]=[C:12]([C:11]3[CH:15]=[CH:16][C:8]([N:3]4[CH2:4][CH2:5][CH2:6][CH2:7][CH:2]4[CH3:1])=[C:9]([N+:17]([O-:19])=[O:18])[CH:10]=3)[O:14][N:33]=2)[CH:31]=[CH:30][C:25]=1[C:26]([O:28][CH3:29])=[O:27]. The catalyst class is: 390.